This data is from Reaction yield outcomes from USPTO patents with 853,638 reactions. The task is: Predict the reaction yield, written as a fraction of the theoretical maximum amount of product (1.0 means a 100% yield; for example, 0.34 means a 34% yield). The reactants are [NH2:1][C:2]1[C:10]2[C:9]([C:11]3[CH:16]=[CH:15][C:14]([Cl:17])=[C:13]([Cl:18])[CH:12]=3)=[N:8][C:7](S(C)=O)=[N:6][C:5]=2[S:4][C:3]=1[C:22]([NH2:24])=[O:23].[NH2:25][CH2:26][CH:27]([OH:30])[CH2:28][OH:29]. The catalyst is C(O)C. The product is [NH2:1][C:2]1[C:10]2[C:9]([C:11]3[CH:16]=[CH:15][C:14]([Cl:17])=[C:13]([Cl:18])[CH:12]=3)=[N:8][C:7]([NH:25][CH2:26][CH:27]([OH:30])[CH2:28][OH:29])=[N:6][C:5]=2[S:4][C:3]=1[C:22]([NH2:24])=[O:23]. The yield is 0.120.